Dataset: Reaction yield outcomes from USPTO patents with 853,638 reactions. Task: Predict the reaction yield, written as a fraction of the theoretical maximum amount of product (1.0 means a 100% yield; for example, 0.34 means a 34% yield). (1) The reactants are OO.[CH:3]([C:6]1[NH:11][C:10](=S)[NH:9][C:8](=[O:13])[C:7]=1[CH3:14])([CH3:5])[CH3:4].C(=O)([O-])[O-].[Na+].[Na+].S([O-])([O-])(=O)=S.[Na+].[Na+]. The catalyst is O. The product is [CH:3]([C:6]1[N:11]=[CH:10][N:9]=[C:8]([OH:13])[C:7]=1[CH3:14])([CH3:5])[CH3:4]. The yield is 0.300. (2) The reactants are [CH:1]1([N:7]=[C:8]=[O:9])[CH2:6][CH2:5][CH2:4][CH2:3][CH2:2]1.[NH:10]1[CH2:15][CH2:14][CH2:13][CH:12]([C:16]([O:18][CH2:19][CH2:20][CH2:21][CH2:22][C:23]2[CH:28]=[CH:27][CH:26]=[CH:25][CH:24]=2)=[O:17])[NH:11]1.C(N(CC)CC)C. The catalyst is C(Cl)Cl. The product is [CH:1]1([NH:7][C:8]([N:11]2[CH:12]([C:16]([O:18][CH2:19][CH2:20][CH2:21][CH2:22][C:23]3[CH:24]=[CH:25][CH:26]=[CH:27][CH:28]=3)=[O:17])[CH2:13][CH2:14][CH2:15][NH:10]2)=[O:9])[CH2:6][CH2:5][CH2:4][CH2:3][CH2:2]1. The yield is 0.890. (3) The reactants are [I:1][C:2]1[CH:7]=[CH:6][C:5]([NH:8][C:9]2[CH:17]=[N:16][CH:15]=[CH:14][C:10]=2[C:11]([OH:13])=O)=[C:4]([CH3:18])[CH:3]=1.CCN(C(C)C)C(C)C.Cl.[CH2:29]([O:31][NH2:32])[CH3:30]. The catalyst is CN(C=O)C. The product is [CH2:29]([O:31][NH:32][C:11](=[O:13])[C:10]1[CH:14]=[CH:15][N:16]=[CH:17][C:9]=1[NH:8][C:5]1[CH:6]=[CH:7][C:2]([I:1])=[CH:3][C:4]=1[CH3:18])[CH3:30]. The yield is 0.530. (4) The reactants are [CH3:1][O:2][C:3]([C:5]1[C:10]([C:11]([CH3:13])=[CH2:12])=[N:9][C:8]([N:14]2[CH2:19][CH2:18][O:17][CH2:16][CH2:15]2)=[CH:7][N:6]=1)=[O:4]. The catalyst is CCOC(C)=O.[OH-].[Pd+2].[OH-]. The product is [CH3:1][O:2][C:3]([C:5]1[C:10]([CH:11]([CH3:13])[CH3:12])=[N:9][C:8]([N:14]2[CH2:19][CH2:18][O:17][CH2:16][CH2:15]2)=[CH:7][N:6]=1)=[O:4]. The yield is 0.950. (5) The reactants are [O:1]1[C:5]2[CH:6]=[CH:7][C:8]([CH2:10][C:11]3O[C:13](=O)[C:14]4[C:20]([F:21])=[CH:19][C:18]([N:22]5[CH2:27][CH2:26][N:25]([CH3:28])[CH2:24][CH2:23]5)=[CH:17][C:15]=4[N:16]=3)=[CH:9][C:4]=2[O:3][CH2:2]1.C(=O)(O)O.[NH2:34][NH:35][C:36]([NH2:38])=[NH:37]. The catalyst is N1C=CC=CC=1.O. The product is [O:1]1[C:5]2[CH:6]=[CH:7][C:8]([CH2:10][C:11]3[N:34]4[N:35]=[C:36]([NH2:38])[N:37]=[C:13]4[C:14]4[C:20]([F:21])=[CH:19][C:18]([N:22]5[CH2:23][CH2:24][N:25]([CH3:28])[CH2:26][CH2:27]5)=[CH:17][C:15]=4[N:16]=3)=[CH:9][C:4]=2[O:3][CH2:2]1. The yield is 0.460. (6) The reactants are N1C=CC=C(C)C=1.Cl.C(C(CCCC)CO)C.[CH:18](=[C:23]1[CH2:27][CH2:26][CH2:25][C:24]1=[O:28])[CH2:19][CH2:20][CH2:21][CH3:22].[OH-].[Na+]. No catalyst specified. The product is [CH2:18]([C:23]1[C:24](=[O:28])[CH2:25][CH2:26][CH:27]=1)[CH2:19][CH2:20][CH2:21][CH3:22]. The yield is 0.860.